This data is from Catalyst prediction with 721,799 reactions and 888 catalyst types from USPTO. The task is: Predict which catalyst facilitates the given reaction. (1) Reactant: Cl[C:2]1[N:3]=[C:4]2[C:19]([C:20]3[CH:25]=[CH:24][CH:23]=[CH:22][C:21]=3[Cl:26])=[N:18][NH:17][C:5]2=[N:6][C:7]=1[O:8][C:9]1[CH:14]=[CH:13][C:12]([F:15])=[CH:11][C:10]=1[F:16].[NH2:27][CH2:28][C@@H:29]([OH:31])[CH3:30]. Product: [Cl:26][C:21]1[CH:22]=[CH:23][CH:24]=[CH:25][C:20]=1[C:19]1[C:4]2[C:5](=[N:6][C:7]([O:8][C:9]3[CH:14]=[CH:13][C:12]([F:15])=[CH:11][C:10]=3[F:16])=[C:2]([NH:27][CH2:28][C@H:29]([OH:31])[CH3:30])[N:3]=2)[NH:17][N:18]=1. The catalyst class is: 8. (2) Reactant: Cl[CH2:2][CH2:3][C:4]1[CH:13]=[CH:12][C:7]2[O:8][CH2:9][CH2:10][O:11][C:6]=2[CH:5]=1.[I-:14].[Na+]. Product: [I:14][CH2:2][CH2:3][C:4]1[CH:13]=[CH:12][C:7]2[O:8][CH2:9][CH2:10][O:11][C:6]=2[CH:5]=1. The catalyst class is: 21. (3) Reactant: [CH3:1][O:2][CH2:3][CH2:4][O:5][C:6]1[CH:11]=[CH:10][C:9]([CH2:12][CH2:13][C:14](OCC)=[O:15])=[C:8]([O:19][CH2:20][C:21]2[CH:26]=[CH:25][C:24]([C:27]([F:30])([F:29])[F:28])=[CH:23][CH:22]=2)[CH:7]=1.[H-].[Al+3].[Li+].[H-].[H-].[H-].O.O.O.O.O.O.O.O.O.O.S([O-])([O-])(=O)=O.[Na+].[Na+]. Product: [CH3:1][O:2][CH2:3][CH2:4][O:5][C:6]1[CH:11]=[CH:10][C:9]([CH2:12][CH2:13][CH2:14][OH:15])=[C:8]([O:19][CH2:20][C:21]2[CH:22]=[CH:23][C:24]([C:27]([F:28])([F:29])[F:30])=[CH:25][CH:26]=2)[CH:7]=1. The catalyst class is: 7. (4) Reactant: [N:1]1[CH:6]=[CH:5][CH:4]=[CH:3][C:2]=1[N:7]1[CH2:12][CH2:11][NH:10][CH2:9][CH2:8]1.[F:13][C:14]1[CH:19]=[CH:18][C:17]([NH:20][C:21](=[O:24])[CH2:22]Cl)=[CH:16][CH:15]=1.C(=O)([O-])[O-].[Na+].[Na+]. Product: [F:13][C:14]1[CH:15]=[CH:16][C:17]([NH:20][C:21](=[O:24])[CH2:22][N:10]2[CH2:9][CH2:8][N:7]([C:2]3[CH:3]=[CH:4][CH:5]=[CH:6][N:1]=3)[CH2:12][CH2:11]2)=[CH:18][CH:19]=1. The catalyst class is: 35.